From a dataset of Peptide-MHC class II binding affinity with 134,281 pairs from IEDB. Regression. Given a peptide amino acid sequence and an MHC pseudo amino acid sequence, predict their binding affinity value. This is MHC class II binding data. The peptide sequence is TDLQYFRTACNPRGR. The MHC is DRB1_0401 with pseudo-sequence DRB1_0401. The binding affinity (normalized) is 0.817.